Dataset: Experimentally validated miRNA-target interactions with 360,000+ pairs, plus equal number of negative samples. Task: Binary Classification. Given a miRNA mature sequence and a target amino acid sequence, predict their likelihood of interaction. (1) The miRNA is hsa-let-7a-5p with sequence UGAGGUAGUAGGUUGUAUAGUU. The protein sequence of the target gene is MSPGGKFDFDDGGCYVGGWEAGRAHGYGVCTGPGAQGEYSGCWAHGFESLGVFTGPGGHSYQGHWQQGKREGLGVERKSRWTYRGEWLGGLKGRSGVWESVSGLRYAGLWKDGFQDGYGTETYSDGGTYQGQWQAGKRHGYGVRQSVPYHQAALLRSPRRTSLDSGHSDPPTPPPPLPLPGDEGGSPASGSRGGFVLAGPGDADGASSRKRTPAAGGFFRRSLLLSGLRAGGRRSSLGSKRGSLRSEVSSEVGSTGPPGSEASGPPAAAPPALIEGSATEVYAGEWRADRRSGFGVSQRS.... Result: 1 (interaction). (2) The miRNA is gga-miR-128-3p with sequence UCACAGUGAACCGGUCUCUUU. The protein sequence of the target gene is MENSHPHHHHQQPPPQPGPSGERRNHHWRSYKLMIDPALKKGHHKLYRYDGQHFSLAMSSNRPVEIVEDPRVVGIWTKNKELELSVPKFKIDEFYVGPVPPKQVTFAKLNDNVRENFLRDMCKKYGEVEEVEILYNPKTKKHLGIAKVVFATVRGAKEAVQHLHSTSVMGNIIHVELDTKGETRMRFYELLVTGRYTPQTLPVGELDAISPIVSETLQLSDALKRLKDGSLSAGCGSGSSSVTPNSGGTPFSQDTAYSSCRLDTPNSYGQGTPITPRLGTPFSQDSSYSSRQPTPSYLFS.... Result: 0 (no interaction). (3) The miRNA is hsa-miR-5571-3p with sequence GUCCUAGGAGGCUCCUCUG. The protein sequence of the target gene is MLLRPRRLPAFSPPSPASPDAELRSAGDVPVTTSDAFATSGGMAEPGSPKAPVSPDSAQRTPWSARETELLLGTLLQPAMWRSLLLDRRQTLPTYRRVSAALARQQVRRTPAQCRRRYKFLKDKLRDSQGQPSGPFDNQIRQLMGLLGDDGPPRVRRRSTGPGRPQRRGRSSLSALAPAPAPVEQEAELPLAAENDEPAPALRFSSSTTKSAGAHRITSSPPLTSTDTLPPEPGHTFESSPTPTPDHDVETPNEPPGLSQGRASSPQVAPQSLNTALLQTLTHLGDISTVLGPLRDQLST.... Result: 0 (no interaction). (4) The miRNA is mmu-miR-3069-3p with sequence UUGGACACUAAGUACUGCCACA. The protein sequence of the target gene is MSDSRDPASDQMKQWKEQRASQRPDVLTTGGGNPIGDKLNIMTAGSRGPLLVQDVVFTDEMAHFDRERIPERVVHAKGAGAFGYFEVTHDITRYSKAKVFEHIGKRTPIAVRFSTVTGESGSADTVRDPRGFAVKFYTEDGNWDLVGNNTPIFFIRDAILFPSFIHSQKRNPQTHLKDPDMVWDFWSLRPESLHQVSFLFSDRGIPDGHRHMNGYGSHTFKLVNADGEAVYCKFHYKTDQGIKNLPVGEAGRLAQEDPDYGLRDLFNAIANGNYPSWTFYIQVMTFKEAETFPFNPFDLT.... Result: 0 (no interaction). (5) The miRNA is rno-miR-199a-5p with sequence CCCAGUGUUCAGACUACCUGUUC. The protein sequence of the target gene is MEKKKNNNNGGDFGEEESSIDGDILESILSYLPLLDLDSACQVSKSWNRAVFYSLRRLKTMPWLFVYNQRNSPPYTMATMAMAYDPKSEAWIELNTASSPVEHVSVARSSHSTLLYALSPARFSFSTDAFHLTWQHVAPPRVWRIDPIVAVVGRSLIIAGGVCDFEEDRFAVELFDIESGDGAWERCESMPDFLYESASSTWLSVAVSSEKMYVTEKRSGVTCSFNPVTRSWTKLLDLCPGECSLYSRSIGFSVNRLIMAGIIGDEYNPTGIELWEVIDSDESHLKFESIGSMPETYLEK.... Result: 0 (no interaction). (6) The miRNA is hsa-miR-4286 with sequence ACCCCACUCCUGGUACC. The protein sequence of the target gene is MSCRGRGAGGRWNSTSWSTGCKLPASPRRVSRCSPTGLIKLAFLFSKTRCKFFSLTETPEDYTIIVDEEGFLELPSSEHLSVADATWLALNVVSGGGSFSSSQPIGMTKIAKSVIAPLADQNISVFMLSTYQTDFILVLKRDLPFVTHTLSSEFTILWSVARL. Result: 1 (interaction). (7) The miRNA is hsa-miR-33b-5p with sequence GUGCAUUGCUGUUGCAUUGC. The protein sequence of the target gene is MEGVELKEEWQDEDFPIPLPEDDSIEADILAITGPEDQPGSLEVNGNKVRKKLMAPDISLTLDPSDGSVLSDDLDESGEIDLDGLDTPSENSNEFEWEDDLPKPKTTEVIRKGSITEYTAAEEKEDGRRWRMFRIGEQDHRVDMKAIEPYKKVISHGGYYGDGLNAIVVFAVCFMPESSQPNYRYLMDNLFKYVIGTLELLVAENYMIVYLNGATTRRKMPSLGWLRKCYQQIDRRLRKNLKSLIIVHPSWFIRTLLAVTRPFISSKFSQKIRYVFNLAELAELVPMEYVGIPECIKQVD.... Result: 0 (no interaction). (8) The miRNA is mmu-miR-743a-3p with sequence GAAAGACACCAAGCUGAGUAGA. The protein sequence of the target gene is MELSPLQPVNENMLMNKKKNEDGKKRLSIERIYQKKTQLEHILLRPDTYIGSVELVTQQMWVYDEDVGINYREVTFVPGLYKIFDEILVNAADNKQRDPKMSCIRVTIDPENNVISIWNNGKGIPVVEHKVEKIYVPALIFGQLLTSSNYDDDEKKVTGGRNGYGAKLCNIFSTKFTVETASREYKKMFKQTWMDNMGRAGDMELKPFSGEDYTCITFQPDLSKFKMQSLDKDIVALMVRRAYDIAGSTKDVKVFLNGNSLPVKGFRSYVDLYLKDKVDETGNSLKVIHEQVNPRWEVCL.... Result: 1 (interaction).